This data is from Full USPTO retrosynthesis dataset with 1.9M reactions from patents (1976-2016). The task is: Predict the reactants needed to synthesize the given product. (1) Given the product [ClH:1].[Cl:1][C:2]1[CH:31]=[C:30]([OH:32])[CH:29]=[CH:28][C:3]=1[CH2:4][N:5]([C:14]1[CH:19]=[CH:18][C:17]([O:20][CH2:21][CH2:22][N:23]2[CH2:24][CH2:25][CH2:26][CH2:27]2)=[CH:16][CH:15]=1)[C:6]([CH:8]1[CH2:13][CH2:12][CH2:11][CH2:10][CH2:9]1)=[O:7], predict the reactants needed to synthesize it. The reactants are: [Cl:1][C:2]1[CH:31]=[C:30]([O:32]C2CCCCO2)[CH:29]=[CH:28][C:3]=1[CH2:4][N:5]([C:14]1[CH:19]=[CH:18][C:17]([O:20][CH2:21][CH2:22][N:23]2[CH2:27][CH2:26][CH2:25][CH2:24]2)=[CH:16][CH:15]=1)[C:6]([CH:8]1[CH2:13][CH2:12][CH2:11][CH2:10][CH2:9]1)=[O:7].Cl.C(=O)(O)[O-].[Na+]. (2) Given the product [CH2:1]([N:8]1[CH2:12][CH2:11][CH2:10][CH:9]1[NH:14][C:15]1[CH:16]=[C:17]2[C:21](=[CH:22][CH:23]=1)[NH:20][N:19]=[CH:18]2)[C:2]1[CH:7]=[CH:6][CH:5]=[CH:4][CH:3]=1, predict the reactants needed to synthesize it. The reactants are: [CH2:1]([N:8]1[CH2:12][CH2:11][C:10](=O)[CH2:9]1)[C:2]1[CH:7]=[CH:6][CH:5]=[CH:4][CH:3]=1.[NH2:14][C:15]1[CH:16]=[C:17]2[C:21](=[CH:22][CH:23]=1)[NH:20][N:19]=[CH:18]2.C(O)(=O)C.C(=O)([O-])O.[Na+]. (3) Given the product [Cl:1][CH2:2][C:3]([NH:6][C:7]1[CH:12]=[CH:11][N:10]=[CH:9][N:8]=1)=[O:4], predict the reactants needed to synthesize it. The reactants are: [Cl:1][CH2:2][C:3](Cl)=[O:4].[NH2:6][C:7]1[CH:12]=[CH:11][N:10]=[CH:9][N:8]=1.CCN(CC)CC.